Dataset: Forward reaction prediction with 1.9M reactions from USPTO patents (1976-2016). Task: Predict the product of the given reaction. (1) Given the reactants C[Si]([N-][Si](C)(C)C)(C)C.[Li+].[Cl:11][C:12]1[CH:25]=[CH:24][CH:23]=[C:22]([Cl:26])[C:13]=1[C:14]([NH:16][C:17]1[CH:21]=[CH:20][NH:19][N:18]=1)=[O:15].Br[CH2:28][C:29]1([CH:36]=[CH:35][CH:34]=[CH:33][CH:32]1[C:37]([F:40])([F:39])[F:38])CBr, predict the reaction product. The product is: [Cl:11][C:12]1[CH:25]=[CH:24][CH:23]=[C:22]([Cl:26])[C:13]=1[C:14]([NH:16][C:17]1[CH:21]=[CH:20][N:19]([CH2:28][C:29]2[CH:36]=[CH:35][CH:34]=[CH:33][C:32]=2[C:37]([F:38])([F:39])[F:40])[N:18]=1)=[O:15]. (2) Given the reactants Br[CH2:2][C:3]1[CH:18]=[CH:17][C:6]2[N:7]=[C:8]([C:10]3[C:14]([CH3:15])=[N:13][NH:12][C:11]=3[NH2:16])[S:9][C:5]=2[CH:4]=1.[CH3:19][NH:20][CH3:21], predict the reaction product. The product is: [CH3:19][N:20]([CH2:2][C:3]1[CH:18]=[CH:17][C:6]2[N:7]=[C:8]([C:10]3[C:14]([CH3:15])=[N:13][NH:12][C:11]=3[NH2:16])[S:9][C:5]=2[CH:4]=1)[CH3:21]. (3) The product is: [Cl:38][CH2:2][C@@H:3]1[C:7]([C:8]([O:10][CH3:11])=[O:9])=[CH:6][CH2:5][N:4]1[C:12]([O:14][CH2:15][CH:16]=[CH2:17])=[O:13]. Given the reactants O[CH2:2][C@@H:3]1[C:7]([C:8]([O:10][CH3:11])=[O:9])=[CH:6][CH2:5][N:4]1[C:12]([O:14][CH2:15][CH:16]=[CH2:17])=[O:13].C1(P(C2C=CC=CC=2)C2C=CC=CC=2)C=CC=CC=1.C(Cl)(Cl)(Cl)[Cl:38], predict the reaction product. (4) Given the reactants [C:1]([N:5]1[C:9](=[O:10])[C:8](Cl)=[C:7]([C:12]2[CH:17]=[CH:16][CH:15]=[CH:14][CH:13]=2)[S:6]1(=[O:19])=[O:18])([CH3:4])([CH3:3])[CH3:2].[CH:20]([O:23][C:24]1[CH:30]=[CH:29][C:27]([NH2:28])=[CH:26][CH:25]=1)([CH3:22])[CH3:21], predict the reaction product. The product is: [C:1]([N:5]1[C:9](=[O:10])[C:8]([NH:28][C:27]2[CH:26]=[CH:25][C:24]([O:23][CH:20]([CH3:22])[CH3:21])=[CH:30][CH:29]=2)=[C:7]([C:12]2[CH:17]=[CH:16][CH:15]=[CH:14][CH:13]=2)[S:6]1(=[O:19])=[O:18])([CH3:4])([CH3:3])[CH3:2].